The task is: Predict the reactants needed to synthesize the given product.. This data is from Full USPTO retrosynthesis dataset with 1.9M reactions from patents (1976-2016). Given the product [NH2:45][C:27]1[C:26](=[O:48])[NH:25][C:24]2[N:23]=[C:22]([C:7]3[C:8]([O:12][CH2:13][C:14]4[CH:15]=[CH:16][C:17]([O:20][CH3:21])=[CH:18][CH:19]=4)=[CH:9][CH:10]=[CH:11][C:6]=3[O:5][CH2:4][CH:1]3[CH2:2][CH2:3]3)[CH:31]=[C:30]([CH:32]3[CH2:37][CH2:36][CH2:35][N:34]([C:38]([O:40][C:41]([CH3:44])([CH3:43])[CH3:42])=[O:39])[CH2:33]3)[C:29]=2[CH:28]=1, predict the reactants needed to synthesize it. The reactants are: [CH:1]1([CH2:4][O:5][C:6]2[CH:11]=[CH:10][CH:9]=[C:8]([O:12][CH2:13][C:14]3[CH:19]=[CH:18][C:17]([O:20][CH3:21])=[CH:16][CH:15]=3)[C:7]=2[C:22]2[CH:31]=[C:30]([CH:32]3[CH2:37][CH2:36][CH2:35][N:34]([C:38]([O:40][C:41]([CH3:44])([CH3:43])[CH3:42])=[O:39])[CH2:33]3)[C:29]3[CH:28]=[C:27]([N+:45]([O-])=O)[C:26](=[O:48])[NH:25][C:24]=3[N:23]=2)[CH2:3][CH2:2]1.C(O)C.[Cl-].[NH4+].